This data is from Peptide-MHC class II binding affinity with 134,281 pairs from IEDB. The task is: Regression. Given a peptide amino acid sequence and an MHC pseudo amino acid sequence, predict their binding affinity value. This is MHC class II binding data. The peptide sequence is PPVSFHGSDGCWYPM. The MHC is HLA-DQA10501-DQB10303 with pseudo-sequence HLA-DQA10501-DQB10303. The binding affinity (normalized) is 0.481.